This data is from Forward reaction prediction with 1.9M reactions from USPTO patents (1976-2016). The task is: Predict the product of the given reaction. Given the reactants [ClH:1].[NH2:2][CH2:3][C:4]1[CH:13]=[CH:12][C:7]([C:8]([O:10][CH3:11])=[O:9])=[C:6]([OH:14])[CH:5]=1.C(N(C(C)C)CC)(C)C.Br[CH2:25][C:26]1[CH:35]=[CH:34][C:29]([C:30]([O:32][CH3:33])=[O:31])=[C:28]([OH:36])[CH:27]=1, predict the reaction product. The product is: [ClH:1].[OH:14][C:6]1[CH:5]=[C:4]([CH2:3][NH:2][CH2:25][C:26]2[CH:35]=[CH:34][C:29]([C:30]([O:32][CH3:33])=[O:31])=[C:28]([OH:36])[CH:27]=2)[CH:13]=[CH:12][C:7]=1[C:8]([O:10][CH3:11])=[O:9].